The task is: Predict which catalyst facilitates the given reaction.. This data is from Catalyst prediction with 721,799 reactions and 888 catalyst types from USPTO. (1) Reactant: N[C:2]1[CH:15]=[C:14]2[C:5]([S:6][C:7]3[C:8]([C:16]4[O:17][C:18]([N:23]5[CH2:28][CH2:27][O:26][CH2:25][CH2:24]5)=[CH:19][C:20](=[O:22])[CH:21]=4)=[CH:9][CH:10]=[CH:11][C:12]=3[CH2:13]2)=[CH:4][CH:3]=1.C(=O)([O-])[O-:30].[K+].[K+].[CH3:35][O:36][C:37](=[O:40])[CH2:38]Br. Product: [CH3:35][O:36][C:37](=[O:40])[CH2:38][O:30][C:2]1[CH:3]=[CH:4][C:5]2[S:6][C:7]3[C:12](=[CH:11][CH:10]=[CH:9][C:8]=3[C:16]3[O:17][C:18]([N:23]4[CH2:28][CH2:27][O:26][CH2:25][CH2:24]4)=[CH:19][C:20](=[O:22])[CH:21]=3)[CH2:13][C:14]=2[CH:15]=1. The catalyst class is: 3. (2) Reactant: [CH:1]1([C:7]2[N:12]3[N:13]=[CH:14][N:15]=[C:11]3[N:10]=[C:9]([CH3:16])[C:8]=2[C:17]2[C:22]([F:23])=[CH:21][C:20](F)=[CH:19][C:18]=2[F:25])[CH2:6][CH2:5][CH2:4][CH2:3][CH2:2]1.[K].[C:27]([O-:31])([CH3:30])([CH3:29])[CH3:28].Cl. Product: [C:27]([O:31][C:20]1[CH:21]=[C:22]([F:23])[C:17]([C:8]2[C:9]([CH3:16])=[N:10][C:11]3[N:12]([N:13]=[CH:14][N:15]=3)[C:7]=2[CH:1]2[CH2:6][CH2:5][CH2:4][CH2:3][CH2:2]2)=[C:18]([F:25])[CH:19]=1)([CH3:30])([CH3:29])[CH3:28]. The catalyst class is: 6. (3) Product: [CH2:1]([C@@H:8]1[CH2:12][O:11][C:10](=[O:13])[N:9]1[C:33](=[O:34])/[CH:32]=[CH:31]/[C:28]1[CH:29]=[CH:30][C:25]([Cl:24])=[C:26]([F:36])[CH:27]=1)[C:2]1[CH:3]=[CH:4][CH:5]=[CH:6][CH:7]=1. The catalyst class is: 1. Reactant: [CH2:1]([C@@H:8]1[CH2:12][O:11][C:10](=[O:13])[NH:9]1)[C:2]1[CH:7]=[CH:6][CH:5]=[CH:4][CH:3]=1.C[Si]([N-][Si](C)(C)C)(C)C.[Li+].[Cl:24][C:25]1[CH:30]=[CH:29][C:28](/[CH:31]=[CH:32]/[C:33](Cl)=[O:34])=[CH:27][C:26]=1[F:36].C(=O)(O)[O-].[Na+]. (4) Reactant: [Cl-].[Al+3].[Cl-].[Cl-].[C:5](Cl)(=[O:7])[CH3:6].[Cl:9][C:10]1[CH:15]=[C:14]([O:16][CH3:17])[CH:13]=[C:12]([Cl:18])[CH:11]=1.C([O-])(O)=O.[Na+]. Product: [Cl:9][C:10]1[CH:15]=[C:14]([O:16][CH3:17])[CH:13]=[C:12]([Cl:18])[C:11]=1[C:5](=[O:7])[CH3:6]. The catalyst class is: 2. (5) Reactant: OC(C(F)(F)F)=O.[NH2:8][C@H:9]([CH2:30][C:31]1[CH:36]=[CH:35][C:34]([Cl:37])=[CH:33][CH:32]=1)[C:10]([NH:12][N:13]1[CH2:17][CH2:16][C@H:15]([N:18]([CH:24]2[CH2:29][CH2:28][CH2:27][CH2:26][CH2:25]2)[C:19](=[O:23])[CH:20]([CH3:22])[CH3:21])[CH2:14]1)=[O:11].CCN(C(C)C)C(C)C.C(Cl)CCl.C1C=CC2N(O)N=NC=2C=1.[C:61]([N:68]1[CH2:75][CH2:74][CH2:73][C@@H:69]1[C:70](O)=[O:71])([O:63][C:64]([CH3:67])([CH3:66])[CH3:65])=[O:62]. Product: [C:61]([N:68]1[CH2:75][CH2:74][CH2:73][C@@H:69]1[C:70]([NH:8][C@H:9]([CH2:30][C:31]1[CH:36]=[CH:35][C:34]([Cl:37])=[CH:33][CH:32]=1)[C:10]([NH:12][N:13]1[CH2:17][CH2:16][C@H:15]([N:18]([CH:24]2[CH2:29][CH2:28][CH2:27][CH2:26][CH2:25]2)[C:19](=[O:23])[CH:20]([CH3:22])[CH3:21])[CH2:14]1)=[O:11])=[O:71])([O:63][C:64]([CH3:67])([CH3:66])[CH3:65])=[O:62]. The catalyst class is: 3. (6) Reactant: [Cl:1][C:2]1[CH:3]=[C:4]([C:8]2[CH:29]=[C:11]3[N:12]=[C:13]([CH3:28])[C:14]([C:22](=[O:27])[C:23]([O:25][CH3:26])=[O:24])=[C:15]([CH:16]4[CH2:21][CH2:20][CH2:19][CH2:18][CH2:17]4)[N:10]3[N:9]=2)[CH:5]=[CH:6][CH:7]=1.CB1N2CCC[C@@H]2C(C2C=CC=CC=2)(C2C=CC=CC=2)O1.C1(C)C=CC=CC=1.[B]1OC2C(=CC=CC=2)O1.C1COCC1.C([O-])([O-])=O.[Na+].[Na+]. Product: [Cl:1][C:2]1[CH:3]=[C:4]([C:8]2[CH:29]=[C:11]3[N:12]=[C:13]([CH3:28])[C:14]([C@H:22]([OH:27])[C:23]([O:25][CH3:26])=[O:24])=[C:15]([CH:16]4[CH2:17][CH2:18][CH2:19][CH2:20][CH2:21]4)[N:10]3[N:9]=2)[CH:5]=[CH:6][CH:7]=1. The catalyst class is: 260. (7) Reactant: [Mg].Br[C:3]1[CH:8]=[CH:7][C:6]([CH3:9])=[CH:5][CH:4]=1.[CH2:10]([N:17]1[CH2:22][CH2:21][C:20](=[O:23])[CH2:19][CH2:18]1)[C:11]1[CH:16]=[CH:15][CH:14]=[CH:13][CH:12]=1. Product: [CH2:10]([N:17]1[CH2:22][CH2:21][C:20]([C:3]2[CH:8]=[CH:7][C:6]([CH3:9])=[CH:5][CH:4]=2)([OH:23])[CH2:19][CH2:18]1)[C:11]1[CH:12]=[CH:13][CH:14]=[CH:15][CH:16]=1. The catalyst class is: 1. (8) Reactant: N#N.[CH3:3][O:4][C:5](=[O:27])[CH:6]([NH:15][C:16](=[O:26])[CH2:17][NH:18][C:19]([O:21][C:22]([CH3:25])([CH3:24])[CH3:23])=[O:20])[CH:7](O)[C:8]1[CH:13]=[CH:12][CH:11]=[CH:10][CH:9]=1.CC(OI1(OC(C)=O)(OC(C)=O)OC(=O)C2C=CC=CC1=2)=O.C1(P(C2C=CC=CC=2)C2C=CC=CC=2)C=CC=CC=1.II.CCN(CC)CC. Product: [CH3:3][O:4][C:5]([C:6]1[N:15]=[C:16]([CH2:17][NH:18][C:19]([O:21][C:22]([CH3:25])([CH3:24])[CH3:23])=[O:20])[O:26][C:7]=1[C:8]1[CH:13]=[CH:12][CH:11]=[CH:10][CH:9]=1)=[O:27]. The catalyst class is: 2. (9) The catalyst class is: 5. Reactant: [F:1][CH:2]1[C:8](=[O:9])[CH2:7][CH2:6][N:5]([C:10]([O:12][C:13]([CH3:16])([CH3:15])[CH3:14])=[O:11])[CH2:4][CH2:3]1.[BH4-].[Na+]. Product: [F:1][CH:2]1[CH:8]([OH:9])[CH2:7][CH2:6][N:5]([C:10]([O:12][C:13]([CH3:16])([CH3:15])[CH3:14])=[O:11])[CH2:4][CH2:3]1.